Dataset: Acute oral toxicity (LD50) regression data from Zhu et al.. Task: Regression/Classification. Given a drug SMILES string, predict its toxicity properties. Task type varies by dataset: regression for continuous values (e.g., LD50, hERG inhibition percentage) or binary classification for toxic/non-toxic outcomes (e.g., AMES mutagenicity, cardiotoxicity, hepatotoxicity). Dataset: ld50_zhu. (1) The drug is Cc1ccc2c(-c3ccccc3)nc(=O)n(C(C)C)c2c1. The rat oral LD50 is 2.56, given as -log10 of the dose in mol/kg body weight (higher means more acutely toxic). (2) The compound is ClC(Cl)Br. The rat oral LD50 is 2.25, given as -log10 of the dose in mol/kg body weight (higher means more acutely toxic). (3) The molecule is Cc1nc2n(c(=O)c1CCN1CCC(c3noc4cc(F)ccc34)CC1)CCCC2. The rat oral LD50 is 3.86, given as -log10 of the dose in mol/kg body weight (higher means more acutely toxic). (4) The compound is C=CCSC(=S)SC(Cl)(Cl)Cl. The rat oral LD50 is 2.09, given as -log10 of the dose in mol/kg body weight (higher means more acutely toxic). (5) The molecule is CC(C)=CC(=O)OC1CCC2(C=O)C3CCC4(C)C(c5ccc(=O)oc5)CCC4(O)C3CCC2(O)C1. The rat oral LD50 is 5.46, given as -log10 of the dose in mol/kg body weight (higher means more acutely toxic). (6) The molecule is COCCOC(=O)N(CO)CO. The rat oral LD50 is 1.21, given as -log10 of the dose in mol/kg body weight (higher means more acutely toxic). (7) The drug is C=CC#CC(C)(C)O. The rat oral LD50 is 2.26, given as -log10 of the dose in mol/kg body weight (higher means more acutely toxic). (8) The molecule is CCCOC(=O)c1ccc(C(=O)OCCC)nc1. The rat oral LD50 is 1.68, given as -log10 of the dose in mol/kg body weight (higher means more acutely toxic).